From a dataset of Reaction yield outcomes from USPTO patents with 853,638 reactions. Predict the reaction yield, written as a fraction of the theoretical maximum amount of product (1.0 means a 100% yield; for example, 0.34 means a 34% yield). The reactants are [F:1][C:2]1[CH:7]=[C:6]([NH:8][C:9]([O:11][C:12]2[CH:17]=[CH:16][CH:15]=[CH:14][CH:13]=2)=[O:10])[CH:5]=[CH:4][C:3]=1[CH:18]([C:23](OC)=[O:24])[C:19](OC)=[O:20].[BH4-].[Na+].[Cl-].[Li+]. The catalyst is C(O)C.C1COCC1. The product is [OH:24][CH2:23][CH:18]([C:3]1[CH:4]=[CH:5][C:6]([NH:8][C:9](=[O:10])[O:11][C:12]2[CH:17]=[CH:16][CH:15]=[CH:14][CH:13]=2)=[CH:7][C:2]=1[F:1])[CH2:19][OH:20]. The yield is 0.190.